This data is from Choline transporter screen with 302,306 compounds. The task is: Binary Classification. Given a drug SMILES string, predict its activity (active/inactive) in a high-throughput screening assay against a specified biological target. (1) The compound is S(=O)(=O)(N1CCCCCC1)N1CCNCC1. The result is 0 (inactive). (2) The drug is O(C(=O)c1c2CCCc2nc2c1cccc2)CC(=O)NCC(C)C. The result is 0 (inactive). (3) The molecule is Fc1ccc(C2C(C(O)(Cc3noc(c23)C)C)C(=O)C)cc1. The result is 0 (inactive). (4) The molecule is o1c(C(=O)Nc2c(c(ccc2)C)C)c(nc1C)C. The result is 0 (inactive).